This data is from Forward reaction prediction with 1.9M reactions from USPTO patents (1976-2016). The task is: Predict the product of the given reaction. (1) Given the reactants [F:1][C:2]1[CH:3]=[C:4]([CH3:18])[CH:5]=[C:6]2[C:10]=1[NH:9][C:8]1[CH2:11][CH:12]3[N:16]([CH2:17][C:7]2=1)[CH2:15][CH2:14][CH2:13]3.[H-].[Na+].[CH3:21][C:22]1([C:25]2[CH:30]=[CH:29][N:28]=[CH:27][CH:26]=2)[CH2:24][O:23]1, predict the reaction product. The product is: [F:1][C:2]1[CH:3]=[C:4]([CH3:18])[CH:5]=[C:6]2[C:10]=1[N:9]([CH2:21][C:22]([C:25]1[CH:30]=[CH:29][N:28]=[CH:27][CH:26]=1)([OH:23])[CH3:24])[C:8]1[CH2:11][CH:12]3[N:16]([CH2:17][C:7]2=1)[CH2:15][CH2:14][CH2:13]3. (2) Given the reactants [F:1][C:2]1[CH:31]=[CH:30][C:5]([CH2:6][N:7]2[C:19](=[O:20])[C:18]3[C:17]([OH:21])=[C:16]4[C:11]([CH:12]=[CH:13][CH:14]=[N:15]4)=[C:10]([O:22][CH3:23])[C:9]=3[CH:8]2[S:24][CH2:25][CH2:26][C:27](O)=[O:28])=[CH:4][CH:3]=1.C(Cl)CCl.[CH2:36]([NH:38][CH2:39][CH3:40])[CH3:37], predict the reaction product. The product is: [CH2:36]([N:38]([CH2:39][CH3:40])[C:27](=[O:28])[CH2:26][CH2:25][S:24][CH:8]1[C:9]2[C:10]([O:22][CH3:23])=[C:11]3[C:16](=[C:17]([OH:21])[C:18]=2[C:19](=[O:20])[N:7]1[CH2:6][C:5]1[CH:30]=[CH:31][C:2]([F:1])=[CH:3][CH:4]=1)[N:15]=[CH:14][CH:13]=[CH:12]3)[CH3:37]. (3) The product is: [CH2:1]([NH:4][C:5]([C:7]1([CH2:20][CH2:21][CH2:22][CH2:23][N:28]2[CH2:29][CH2:30][N:25]([C:31]3[CH:40]=[CH:39][C:38]4[C:33](=[CH:34][CH:35]=[CH:36][CH:37]=4)[N:32]=3)[CH2:26][CH2:27]2)[C:19]2[CH:18]=[CH:17][CH:16]=[CH:15][C:14]=2[C:13]2[C:8]1=[CH:9][CH:10]=[CH:11][CH:12]=2)=[O:6])[CH2:2][CH3:3]. Given the reactants [CH2:1]([NH:4][C:5]([C:7]1([CH2:20][CH2:21][CH2:22][CH2:23]Br)[C:19]2[CH:18]=[CH:17][CH:16]=[CH:15][C:14]=2[C:13]2[C:8]1=[CH:9][CH:10]=[CH:11][CH:12]=2)=[O:6])[CH2:2][CH3:3].[N:25]1([C:31]2[CH:40]=[CH:39][C:38]3[C:33](=[CH:34][CH:35]=[CH:36][CH:37]=3)[N:32]=2)[CH2:30][CH2:29][NH:28][CH2:27][CH2:26]1, predict the reaction product. (4) Given the reactants [O-2:1].[Fe+2:2].[Fe:3](Cl)Cl.[NH4+].[NH4+].[O-:8][Mo:9]([O-])(=O)=O, predict the reaction product. The product is: [OH-:8].[Fe+2:3].[OH-:1].[O-2:8].[Fe+2:2].[OH-:8].[Mo+4:9].[OH-:8].[OH-:8].[OH-:8].[Mo:9]=[O:8]. (5) Given the reactants [NH:1]1[C:9]2[C:4](=[CH:5][C:6]([C:10]3[C:11]([C:21]4[S:22][CH:23]=[CH:24][C:25]=4[CH3:26])=[C:12]([CH:15]=[C:16]([CH2:18][CH2:19][CH3:20])[CH:17]=3)[C:13]#[N:14])=[CH:7][CH:8]=2)[CH:3]=[N:2]1.[NH2:27][OH:28], predict the reaction product. The product is: [OH:28][N:27]=[C:13]([NH2:14])[C:12]1[CH:15]=[C:16]([CH2:18][CH2:19][CH3:20])[CH:17]=[C:10]([C:6]2[CH:5]=[C:4]3[C:9](=[CH:8][CH:7]=2)[NH:1][N:2]=[CH:3]3)[C:11]=1[C:21]1[S:22][CH:23]=[CH:24][C:25]=1[CH3:26].